The task is: Predict which catalyst facilitates the given reaction.. This data is from Catalyst prediction with 721,799 reactions and 888 catalyst types from USPTO. (1) Reactant: N[C:2]1[N:10]=[C:9]2[C:5]([N:6]=[CH:7][N:8]2[C@@H]2O[C@H](CO)[C@@H](O)[C@H]2O)=[C:4](N)[N:3]=1.CN(C=O)C.CC([Si](Cl)(C(C)C)C(C)C)C. Product: [N:3]1[CH:4]=[C:5]2[C:9]([N:8]=[CH:7][NH:6]2)=[N:10][CH:2]=1. The catalyst class is: 17. (2) The catalyst class is: 9. Product: [Br:7][C:8]1[CH:9]=[C:10]([F:33])[C:11]([CH3:32])=[C:12]([C:14]2[C:15](=[O:16])[NH:17][C:18]3([CH2:23][CH2:22][CH:21]([C:24]([F:27])([F:26])[F:25])[CH2:20][CH2:19]3)[C:28]=2[OH:30])[CH:13]=1. Reactant: CC(C)([O-])C.[K+].[Br:7][C:8]1[CH:9]=[C:10]([F:33])[C:11]([CH3:32])=[C:12]([CH2:14][C:15]([NH:17][C:18]2([C:28]([O:30]C)=O)[CH2:23][CH2:22][CH:21]([C:24]([F:27])([F:26])[F:25])[CH2:20][CH2:19]2)=[O:16])[CH:13]=1.Cl. (3) The catalyst class is: 226. Reactant: [F:1][C:2]([F:12])([F:11])[C:3](=O)[CH2:4][C:5](OCC)=[O:6].C(O)(=O)C.[CH3:17][NH:18][NH2:19].[OH-].[Na+].Cl. Product: [OH:6][C:5]1[N:18]([CH3:17])[N:19]=[C:3]([C:2]([F:12])([F:11])[F:1])[CH:4]=1.